Predict the reaction yield, written as a fraction of the theoretical maximum amount of product (1.0 means a 100% yield; for example, 0.34 means a 34% yield). From a dataset of Reaction yield outcomes from USPTO patents with 853,638 reactions. (1) The reactants are [OH:1][C:2]1[CH:9]=[CH:8][C:5]([CH:6]=[O:7])=[C:4]([N+:10]([O-:12])=[O:11])[C:3]=1[O:13][CH3:14].C(=O)([O-])[O-].[K+].[K+].[CH2:21](Br)[C:22]1[CH:27]=[CH:26][CH:25]=[CH:24][CH:23]=1. The catalyst is CN(C=O)C. The product is [CH2:21]([O:1][C:2]1[CH:9]=[CH:8][C:5]([CH:6]=[O:7])=[C:4]([N+:10]([O-:12])=[O:11])[C:3]=1[O:13][CH3:14])[C:22]1[CH:27]=[CH:26][CH:25]=[CH:24][CH:23]=1. The yield is 0.970. (2) The reactants are [CH3:1][O:2][C:3]1[CH:9]=[CH:8][C:6]([NH2:7])=[C:5]([C:10]2[O:11][CH:12]=[CH:13][N:14]=2)[CH:4]=1.[N:15]([C:18]1[S:19][C:20]([C:23]([F:26])([F:25])[F:24])=[N:21][N:22]=1)=[C:16]=[O:17]. The catalyst is C1COCC1.CN(C)C1C=CN=CC=1. The product is [CH3:1][O:2][C:3]1[CH:9]=[CH:8][C:6]([NH:7][C:16]([NH:15][C:18]2[S:19][C:20]([C:23]([F:25])([F:24])[F:26])=[N:21][N:22]=2)=[O:17])=[C:5]([C:10]2[O:11][CH:12]=[CH:13][N:14]=2)[CH:4]=1. The yield is 0.210. (3) The reactants are [F-].C([N+](CCCC)(CCCC)CCCC)CCC.[CH3:19][C:20]1[C:21]([C:25]2[CH:32]=[CH:31][CH:30]=[CH:29][C:26]=2[CH:27]=[O:28])=[CH:22][S:23][CH:24]=1.[F:33][C:34]([Si](C)(C)C)([F:36])[F:35].Cl. The catalyst is C1COCC1. The product is [F:33][C:34]([F:36])([F:35])[CH:27]([C:26]1[CH:29]=[CH:30][CH:31]=[CH:32][C:25]=1[C:21]1[C:20]([CH3:19])=[CH:24][S:23][CH:22]=1)[OH:28]. The yield is 0.970. (4) The yield is 0.100. The catalyst is O1CCOCC1.CC([O-])=O.CC([O-])=O.[Pd+2].O. The product is [NH2:25][C:21]1[N:20]=[C:19]([C:9]2[N:4]3[CH:5]=[C:6]([CH3:8])[CH:7]=[C:2]([NH:34][CH2:33][CH2:32][N:26]4[CH2:31][CH2:30][O:29][CH2:28][CH2:27]4)[C:3]3=[N:11][C:10]=2[C:12]2[CH:17]=[CH:16][CH:15]=[C:14]([CH3:18])[N:13]=2)[CH:24]=[CH:23][N:22]=1. The reactants are Br[C:2]1[C:3]2[N:4]([C:9]([C:19]3[CH:24]=[CH:23][N:22]=[C:21]([NH2:25])[N:20]=3)=[C:10]([C:12]3[CH:17]=[CH:16][CH:15]=[C:14]([CH3:18])[N:13]=3)[N:11]=2)[CH:5]=[C:6]([CH3:8])[CH:7]=1.[N:26]1([CH2:32][CH2:33][NH2:34])[CH2:31][CH2:30][O:29][CH2:28][CH2:27]1.CC([O-])(C)C.[Na+].C1(P(C2CCCCC2)C2C=CC=CC=2C2C=CC=CC=2N(C)C)CCCCC1. (5) The catalyst is ClCCCl. The product is [Cl:1][C:2]1[CH:7]=[C:6]([C:8]([F:11])([F:10])[F:9])[CH:5]=[C:4]([Cl:12])[C:3]=1[N:13]1[C:17]([O:18][C:34](=[O:35])[C:33]([CH3:38])([CH3:37])[CH3:32])=[C:16]([S:19][C:20]([F:23])([F:21])[F:22])[C:15]([C:24]#[N:25])=[N:14]1. The yield is 0.286. The reactants are [Cl:1][C:2]1[CH:7]=[C:6]([C:8]([F:11])([F:10])[F:9])[CH:5]=[C:4]([Cl:12])[C:3]=1[N:13]1[C:17]([OH:18])=[C:16]([S:19][C:20]([F:23])([F:22])[F:21])[C:15]([C:24]#[N:25])=[N:14]1.N1C=CC=CC=1.[CH3:32][C:33]([CH3:38])([CH3:37])[C:34](Cl)=[O:35]. (6) The reactants are [F:1][C:2]1[CH:3]=[C:4]2[C:9](=[CH:10][CH:11]=1)[CH:8]=[N:7][C:6]([NH:12][C:13](=[O:43])[O:14][CH2:15][C@@H:16]([N:29]([CH3:42])[C:30]([NH:32][CH2:33][C:34]1[CH:39]=[CH:38][CH:37]=[C:36]([F:40])[C:35]=1[Cl:41])=[O:31])[CH2:17][C:18]([CH3:28])([CH3:27])[CH2:19][O:20][P:21]([O:25]C)([O:23]C)=[O:22])=[CH:5]2.[Si](I)(C)(C)C. The catalyst is C(#N)C. The product is [F:1][C:2]1[CH:3]=[C:4]2[C:9](=[CH:10][CH:11]=1)[CH:8]=[N:7][C:6]([NH:12][C:13](=[O:43])[O:14][CH2:15][C@@H:16]([N:29]([CH3:42])[C:30]([NH:32][CH2:33][C:34]1[CH:39]=[CH:38][CH:37]=[C:36]([F:40])[C:35]=1[Cl:41])=[O:31])[CH2:17][C:18]([CH3:27])([CH3:28])[CH2:19][O:20][P:21]([OH:23])([OH:25])=[O:22])=[CH:5]2. The yield is 0.711. (7) The reactants are [CH2:1]([O:4][C:5](=[O:24])[NH:6][C:7]1[CH:12]=[CH:11][CH:10]=[C:9]([C:13](=O)[CH2:14][C:15]2[CH:20]=[CH:19][N:18]=[C:17]([Cl:21])[N:16]=2)[C:8]=1[F:23])[CH:2]=[CH2:3].C1C(=O)N(Br)C(=O)C1.[CH3:33][C:34]([CH3:39])([CH3:38])[C:35](=[S:37])[NH2:36].O. The catalyst is CC(N(C)C)=O. The product is [CH2:1]([O:4][C:5](=[O:24])[NH:6][C:7]1[CH:12]=[CH:11][CH:10]=[C:9]([C:13]2[N:36]=[C:35]([C:34]([CH3:39])([CH3:38])[CH3:33])[S:37][C:14]=2[C:15]2[CH:20]=[CH:19][N:18]=[C:17]([Cl:21])[N:16]=2)[C:8]=1[F:23])[CH:2]=[CH2:3]. The yield is 0.354. (8) The reactants are Cl[CH2:2][CH2:3][NH:4][C:5](=[O:11])[O:6][C:7]([CH3:10])([CH3:9])[CH3:8].[NH:12]1[C:16]2[CH:17]=[CH:18][CH:19]=[CH:20][C:15]=2[N:14]=[C:13]1[CH2:21][N:22]([CH3:33])[CH:23]1[C:32]2[N:31]=[CH:30][CH:29]=[CH:28][C:27]=2[CH2:26][CH2:25][CH2:24]1.CN(CC1N(CC2C=NC=CC=2)C2C=CC=CC=2N=1)C1C2N=CC=CC=2CCC1. No catalyst specified. The product is [CH3:33][N:22]([CH2:21][C:13]1[N:12]([CH2:2][CH2:3][NH:4][C:5](=[O:11])[O:6][C:7]([CH3:10])([CH3:9])[CH3:8])[C:16]2[CH:17]=[CH:18][CH:19]=[CH:20][C:15]=2[N:14]=1)[CH:23]1[C:32]2[N:31]=[CH:30][CH:29]=[CH:28][C:27]=2[CH2:26][CH2:25][CH2:24]1. The yield is 0.370. (9) The reactants are [C:1]([O:5][C:6]([N:8]1[CH2:15][C:14]([F:17])([F:16])[CH2:13][C@H:9]1[C:10](O)=[O:11])=[O:7])([CH3:4])([CH3:3])[CH3:2].CSC. The catalyst is C1COCC1. The product is [C:1]([O:5][C:6]([N:8]1[CH2:15][C:14]([F:16])([F:17])[CH2:13][CH:9]1[CH2:10][OH:11])=[O:7])([CH3:4])([CH3:3])[CH3:2]. The yield is 0.750. (10) The reactants are [N:1]12[CH2:8][CH2:7][C:4]([C:9]([C:17]3[CH:22]=[CH:21][CH:20]=[CH:19][CH:18]=3)([C:11]3[CH:16]=[CH:15][CH:14]=[CH:13][CH:12]=3)[OH:10])([CH2:5][CH2:6]1)[CH2:3][CH2:2]2.[Br:23][CH2:24][CH2:25][O:26][CH2:27][C:28]1[CH:35]=[CH:34][C:31]([C:32]#[N:33])=[CH:30][CH:29]=1. The catalyst is CC#N.C(Cl)(Cl)Cl. The product is [Br-:23].[C:32]([C:31]1[CH:34]=[CH:35][C:28]([CH2:27][O:26][CH2:25][CH2:24][N+:1]23[CH2:6][CH2:5][C:4]([C:9]([OH:10])([C:17]4[CH:22]=[CH:21][CH:20]=[CH:19][CH:18]=4)[C:11]4[CH:12]=[CH:13][CH:14]=[CH:15][CH:16]=4)([CH2:3][CH2:2]2)[CH2:7][CH2:8]3)=[CH:29][CH:30]=1)#[N:33]. The yield is 0.740.